This data is from Reaction yield outcomes from USPTO patents with 853,638 reactions. The task is: Predict the reaction yield, written as a fraction of the theoretical maximum amount of product (1.0 means a 100% yield; for example, 0.34 means a 34% yield). (1) The reactants are [Cl:1][C:2]1[C:6]([NH:7][C:8](=[O:10])[CH3:9])=[CH:5][N:4]([C:11]2[CH:12]=[N:13][CH:14]=[CH:15][CH:16]=2)[N:3]=1.O1CC[CH2:19][CH2:18]1.CC(C)([O-])C.[Na+].C(Br)C. The catalyst is C(OCC)(=O)C.O.ClCCl. The product is [Cl:1][C:2]1[C:6]([N:7]([CH2:18][CH3:19])[C:8](=[O:10])[CH3:9])=[CH:5][N:4]([C:11]2[CH:12]=[N:13][CH:14]=[CH:15][CH:16]=2)[N:3]=1. The yield is 0.740. (2) The yield is 0.620. The reactants are [CH3:22][C:17]1[CH:18]=[CH:19][CH:20]=[CH:21][C:16]=1P([C:16]1[CH:21]=[CH:20][CH:19]=[CH:18][C:17]=1[CH3:22])[C:16]1[CH:21]=[CH:20][CH:19]=[CH:18][C:17]=1[CH3:22].C(N(CC)C(C)C)(C)C.[O:32]1[CH:36]=[CH:35][CH2:34][CH2:33]1.C(OCC)(=[O:39])C. The catalyst is C1(C)C=CC=CC=1.CCCCCC.C1C=CC(/C=C/C(/C=C/C2C=CC=CC=2)=O)=CC=1.C1C=CC(/C=C/C(/C=C/C2C=CC=CC=2)=O)=CC=1.C1C=CC(/C=C/C(/C=C/C2C=CC=CC=2)=O)=CC=1.[Pd].[Pd]. The product is [O:32]1[CH:33]=[CH:34][CH2:35][CH:36]1[C:19]1[CH:18]=[C:17]([CH:16]=[CH:21][CH:20]=1)[CH:22]=[O:39]. (3) The reactants are CC([O-])(C)C.[Na+].C1(C)C=CC=CC=1.[CH3:14][NH:15][C:16]1[CH:21]=[CH:20][CH:19]=[CH:18][CH:17]=1.Cl[C:23]1[CH:28]=[C:27]([CH3:29])[CH:26]=[CH:25][C:24]=1[CH3:30]. The catalyst is CCOCC.C1C=CC(/C=C/C(/C=C/C2C=CC=CC=2)=O)=CC=1.C1C=CC(/C=C/C(/C=C/C2C=CC=CC=2)=O)=CC=1.C1C=CC(/C=C/C(/C=C/C2C=CC=CC=2)=O)=CC=1.[Pd].[Pd]. The product is [CH3:30][C:24]1[CH:25]=[CH:26][C:27]([CH3:29])=[CH:28][C:23]=1[N:15]([CH3:14])[C:16]1[CH:21]=[CH:20][CH:19]=[CH:18][CH:17]=1. The yield is 0.950. (4) The reactants are [CH3:1][C:2]1[N:6]([C:7]2[CH:12]=[CH:11][CH:10]=[CH:9][C:8]=2[O:13][CH3:14])[N:5]=[N:4][C:3]=1[C:15]([OH:17])=O.[CH3:18][C:19]1[N:24]=[C:23]([NH2:25])[CH:22]=[CH:21][CH:20]=1. The catalyst is S(Cl)(Cl)=O.C(Cl)(Cl)Cl. The product is [CH3:1][C:2]1[N:6]([C:7]2[CH:12]=[CH:11][CH:10]=[CH:9][C:8]=2[O:13][CH3:14])[N:5]=[N:4][C:3]=1[C:15]([NH:25][C:23]1[CH:22]=[CH:21][CH:20]=[C:19]([CH3:18])[N:24]=1)=[O:17]. The yield is 0.180. (5) The reactants are [Cl:1][C:2]1[O:6][C:5]([C:7]([O:9]C)=[O:8])=[CH:4][C:3]=1[C:11]1[N:15]([CH3:16])[N:14]=[CH:13][C:12]=1[Cl:17].[OH-].[Na+]. The catalyst is O1CCCC1. The product is [Cl:1][C:2]1[O:6][C:5]([C:7]([OH:9])=[O:8])=[CH:4][C:3]=1[C:11]1[N:15]([CH3:16])[N:14]=[CH:13][C:12]=1[Cl:17]. The yield is 0.940. (6) The product is [CH3:19][O:5][C:4](=[O:6])[C:3]1[CH:7]=[C:8]([I:14])[CH:9]=[C:10]([N+:11]([O-:13])=[O:12])[C:2]=1[F:1]. No catalyst specified. The yield is 0.960. The reactants are [F:1][C:2]1[C:10]([N+:11]([O-:13])=[O:12])=[CH:9][C:8]([I:14])=[CH:7][C:3]=1[C:4]([OH:6])=[O:5].O=S(Cl)Cl.[CH3:19]O.